Dataset: Full USPTO retrosynthesis dataset with 1.9M reactions from patents (1976-2016). Task: Predict the reactants needed to synthesize the given product. (1) Given the product [Br:1][C:2]1[S:6][C:5]2[C:7]([OH:9])=[C:13]([C:40]([O:46][CH2:47][CH3:49])=[O:41])[C:12](=[O:17])[N:11]([CH3:19])[C:4]=2[C:3]=1[CH3:18], predict the reactants needed to synthesize it. The reactants are: [Br:1][C:2]1[S:6][C:5]([C:7]([O:9]C)=O)=[C:4]([NH:11][C:12](=[O:17])[C:13](F)(F)F)[C:3]=1[CH3:18].[CH3:19]CN(C(C)C)C(C)C.NC1C(C)=C(Br)SC=1C(OC)=O.[C:40]([O:46][C:47]([C:49](F)(F)F)=O)(C(F)(F)F)=[O:41]. (2) Given the product [C:6]([C:10]1[O:11][C:12]([C:15]([OH:17])=[O:16])=[CH:13][CH:14]=1)([CH3:9])([CH3:8])[CH3:7], predict the reactants needed to synthesize it. The reactants are: C([Li])CCC.[C:6]([C:10]1[O:11][CH:12]=[CH:13][CH:14]=1)([CH3:9])([CH3:8])[CH3:7].[C:15](=[O:17])=[O:16]. (3) Given the product [CH:41]1([CH2:40][O:34][CH2:33][C:4]2[CH:5]=[CH:6][C:7]([N:8]3[CH2:13][CH2:12][N:11]([C:14]([C:16]4[CH:21]=[C:20]([S:22]([CH3:25])(=[O:24])=[O:23])[CH:19]=[CH:18][C:17]=4[C:26]4[CH:31]=[CH:30][C:29]([F:32])=[CH:28][CH:27]=4)=[O:15])[CH2:10][CH2:9]3)=[C:2]([F:1])[CH:3]=2)[CH2:36][CH2:46]1, predict the reactants needed to synthesize it. The reactants are: [F:1][C:2]1[CH:3]=[C:4]([CH2:33][OH:34])[CH:5]=[CH:6][C:7]=1[N:8]1[CH2:13][CH2:12][N:11]([C:14]([C:16]2[CH:21]=[C:20]([S:22]([CH3:25])(=[O:24])=[O:23])[CH:19]=[CH:18][C:17]=2[C:26]2[CH:31]=[CH:30][C:29]([F:32])=[CH:28][CH:27]=2)=[O:15])[CH2:10][CH2:9]1.O.[C:36]1([CH3:46])[CH:41]=[CH:40]C(S(O)(=O)=O)=CC=1.C1(CO)CC1.C1(C)C=CC=CC=1. (4) Given the product [F:1][C:2]1[CH:3]=[C:4]2[C:8](=[CH:9][CH:10]=1)[NH:7][C:6](=[O:11])[C:5]2=[C:28]1[C:36]2[C:31](=[CH:32][C:33]([C:37]([OH:39])=[O:38])=[CH:34][CH:35]=2)[CH2:30][O:29]1, predict the reactants needed to synthesize it. The reactants are: [F:1][C:2]1[CH:3]=[C:4]2[C:8](=[CH:9][CH:10]=1)[NH:7][C:6](=[O:11])[CH2:5]2.[Li+].C[Si]([N-][Si](C)(C)C)(C)C.C1COCC1.O=[C:28]1[C:36]2[C:31](=[CH:32][C:33]([C:37]([OH:39])=[O:38])=[CH:34][CH:35]=2)[CH2:30][O:29]1.Cl. (5) Given the product [CH3:1][C:2]1[CH:3]=[C:4]([CH:7]=[C:8]([CH3:10])[CH:9]=1)/[CH:5]=[C:15]1\[N:14]=[C:11]([CH3:12])[O:18][C:16]\1=[O:17], predict the reactants needed to synthesize it. The reactants are: [CH3:1][C:2]1[CH:3]=[C:4]([CH:7]=[C:8]([CH3:10])[CH:9]=1)[CH:5]=O.[C:11]([NH:14][CH2:15][C:16]([OH:18])=[O:17])(=O)[CH3:12].C([O-])(=O)C.[Na+]. (6) The reactants are: [NH2:1][N:2]1[C:11](=[O:12])[C:10]2[C:5](=[C:6]([O:15][CH3:16])[C:7](F)=[C:8]([F:13])[CH:9]=2)[N:4]([CH:17]2[CH2:19][CH2:18]2)[C:3]1=[O:20].[C:21]([O:25][C:26](=[O:36])[NH:27][CH:28]1[CH:35]2[CH:31]([CH2:32][NH:33][CH2:34]2)[CH2:30][CH2:29]1)([CH3:24])([CH3:23])[CH3:22].O. Given the product [C:21]([O:25][C:26](=[O:36])[NH:27][CH:28]1[CH:35]2[CH:31]([CH2:32][N:33]([C:7]3[C:6]([O:15][CH3:16])=[C:5]4[C:10]([C:11](=[O:12])[N:2]([NH2:1])[C:3](=[O:20])[N:4]4[CH:17]4[CH2:19][CH2:18]4)=[CH:9][C:8]=3[F:13])[CH2:34]2)[CH2:30][CH2:29]1)([CH3:24])([CH3:22])[CH3:23], predict the reactants needed to synthesize it.